From a dataset of NCI-60 drug combinations with 297,098 pairs across 59 cell lines. Regression. Given two drug SMILES strings and cell line genomic features, predict the synergy score measuring deviation from expected non-interaction effect. (1) Drug 1: C1=CN(C=N1)CC(O)(P(=O)(O)O)P(=O)(O)O. Drug 2: C(CN)CNCCSP(=O)(O)O. Cell line: SK-OV-3. Synergy scores: CSS=-1.21, Synergy_ZIP=2.35, Synergy_Bliss=0.260, Synergy_Loewe=-55.7, Synergy_HSA=-1.10. (2) Drug 1: CC1=CC2C(CCC3(C2CCC3(C(=O)C)OC(=O)C)C)C4(C1=CC(=O)CC4)C. Drug 2: CCC1=C2CN3C(=CC4=C(C3=O)COC(=O)C4(CC)O)C2=NC5=C1C=C(C=C5)O. Cell line: U251. Synergy scores: CSS=48.5, Synergy_ZIP=1.83, Synergy_Bliss=2.94, Synergy_Loewe=-38.1, Synergy_HSA=3.72.